From a dataset of Full USPTO retrosynthesis dataset with 1.9M reactions from patents (1976-2016). Predict the reactants needed to synthesize the given product. (1) Given the product [N:37]1([CH2:42][CH2:43][NH:18][C:16]([C:15]2[CH:14]=[C:13]3[C:9]([CH:10]=[N:11][N:12]3[CH2:19][CH:20]([CH3:22])[CH3:21])=[CH:8][C:7]=2[O:6][C:5]2[CH:23]=[CH:24][C:2]([F:1])=[CH:3][CH:4]=2)=[O:17])[CH2:41][CH2:40][CH2:39][CH2:38]1, predict the reactants needed to synthesize it. The reactants are: [F:1][C:2]1[CH:24]=[CH:23][C:5]([O:6][C:7]2[CH:8]=[C:9]3[C:13](=[CH:14][C:15]=2[C:16]([NH2:18])=[O:17])[N:12]([CH2:19][CH:20]([CH3:22])[CH3:21])[N:11]=[CH:10]3)=[CH:4][CH:3]=1.C(N1C=CN=C1)(N1C=CN=C1)=O.[N:37]1([CH2:42][CH2:43]N)[CH2:41][CH2:40][CH2:39][CH2:38]1. (2) Given the product [CH3:1][N:2]1[C:6]([CH2:7][CH2:8][NH2:9])=[N:5][C:4]([C:20]2[CH:25]=[CH:24][N:23]=[CH:22][CH:21]=2)=[N:3]1, predict the reactants needed to synthesize it. The reactants are: [CH3:1][N:2]1[C:6]([CH2:7][CH2:8][N:9]2C(=O)C3C(=CC=CC=3)C2=O)=[N:5][C:4]([C:20]2[CH:25]=[CH:24][N:23]=[CH:22][CH:21]=2)=[N:3]1.CCO. (3) Given the product [Cl:10][C:6]1[CH:5]=[C:4]([C:2](=[O:3])[CH2:1][CH2:14][N:15]([CH3:11])[CH3:16])[CH:9]=[CH:8][CH:7]=1, predict the reactants needed to synthesize it. The reactants are: [CH3:1][C:2]([C:4]1[CH:9]=[CH:8][CH:7]=[C:6]([Cl:10])[CH:5]=1)=[O:3].[CH2:11]=O.Cl.[CH3:14][NH:15][CH3:16].Cl. (4) Given the product [CH2:18]([CH:25]1[CH2:30][CH2:29][N:28]([C:15]([C:13]2[NH:12][C:7]3=[CH:8][C:9]4[O:10][CH2:11][C:2](=[O:1])[NH:3][C:4]=4[CH:5]=[C:6]3[CH:14]=2)=[O:17])[CH2:27][CH2:26]1)[C:19]1[CH:24]=[CH:23][CH:22]=[CH:21][CH:20]=1, predict the reactants needed to synthesize it. The reactants are: [O:1]=[C:2]1[CH2:11][O:10][C:9]2[CH:8]=[C:7]3[NH:12][C:13]([C:15]([OH:17])=O)=[CH:14][C:6]3=[CH:5][C:4]=2[NH:3]1.[CH2:18]([CH:25]1[CH2:30][CH2:29][NH:28][CH2:27][CH2:26]1)[C:19]1[CH:24]=[CH:23][CH:22]=[CH:21][CH:20]=1. (5) Given the product [F:34][C:33]([F:36])([F:35])[C:31]([OH:37])=[O:32].[NH2:19][C@@H:16]1[C:15]2[CH:27]=[C:11]([CH:12]=[CH:13][N:14]=2)[C:10]2[N:9]([CH3:28])[N:8]=[CH:7][C:6]=2[NH:5][C:4](=[O:29])[C@H:3]([CH3:30])[CH:2]([F:1])[CH2:18][CH2:17]1, predict the reactants needed to synthesize it. The reactants are: [F:1][CH:2]1[CH2:18][CH2:17][C@H:16]([NH:19]C(=O)OC(C)(C)C)[C:15]2[CH:27]=[C:11]([CH:12]=[CH:13][N:14]=2)[C:10]2[N:9]([CH3:28])[N:8]=[CH:7][C:6]=2[NH:5][C:4](=[O:29])[C@@H:3]1[CH3:30].[C:31]([OH:37])([C:33]([F:36])([F:35])[F:34])=[O:32]. (6) Given the product [Cl:26][C:23]1[CH:22]=[CH:21][C:20]([O:19][C:5]2[CH:4]=[CH:3][C:2]([NH:1][S:29]([CH2:27][CH3:28])(=[O:31])=[O:30])=[CH:7][C:6]=2[C:8]2[C:9]([O:16][CH2:17][CH3:18])=[CH:10][C:11](=[O:15])[N:12]([CH3:14])[CH:13]=2)=[CH:25][CH:24]=1, predict the reactants needed to synthesize it. The reactants are: [NH2:1][C:2]1[CH:3]=[CH:4][C:5]([O:19][C:20]2[CH:25]=[CH:24][C:23]([Cl:26])=[CH:22][CH:21]=2)=[C:6]([C:8]2[C:9]([O:16][CH2:17][CH3:18])=[CH:10][C:11](=[O:15])[N:12]([CH3:14])[CH:13]=2)[CH:7]=1.[CH2:27]([S:29](Cl)(=[O:31])=[O:30])[CH3:28].C(N(CC)CC)C. (7) Given the product [OH:58][CH2:57][CH2:56][CH2:55][CH2:54][C:53]#[C:52][C:49]1[CH:48]=[CH:47][C:46]([NH:45][C:11]([C:13]2[CH:14]=[C:15]([S:19]([C:22]3[CH:23]=[C:24]4[C:29](=[C:30]([CH3:32])[CH:31]=3)[N:28]=[CH:27][C:26]([C:33]([NH2:35])=[O:34])=[C:25]4[NH:36][C:37]3[CH:42]=[CH:41][CH:40]=[C:39]([O:43][CH3:44])[CH:38]=3)(=[O:20])=[O:21])[CH:16]=[CH:17][CH:18]=2)=[O:12])=[CH:51][CH:50]=1, predict the reactants needed to synthesize it. The reactants are: OCCCCCCCCN[C:11]([C:13]1[CH:14]=[C:15]([S:19]([C:22]2[CH:23]=[C:24]3[C:29](=[C:30]([CH3:32])[CH:31]=2)[N:28]=[CH:27][C:26]([C:33]([NH2:35])=[O:34])=[C:25]3[NH:36][C:37]2[CH:42]=[CH:41][CH:40]=[C:39]([O:43][CH3:44])[CH:38]=2)(=[O:21])=[O:20])[CH:16]=[CH:17][CH:18]=1)=[O:12].[NH2:45][C:46]1[CH:51]=[CH:50][C:49]([C:52]#[C:53][CH2:54][CH2:55][CH2:56][CH2:57][OH:58])=[CH:48][CH:47]=1.